Dataset: Reaction yield outcomes from USPTO patents with 853,638 reactions. Task: Predict the reaction yield, written as a fraction of the theoretical maximum amount of product (1.0 means a 100% yield; for example, 0.34 means a 34% yield). (1) The reactants are [Br:1][C:2]1[CH:3]=[CH:4][C:5]2[N:9]=[C:8](C(Cl)(Cl)Cl)[N:7]([C:14]3[CH:19]=[CH:18][N:17]=[C:16]([NH2:20])[N:15]=3)[C:6]=2[CH:21]=1.[CH2:22]([OH:25])[CH2:23][OH:24].C(=O)([O-])[O-].[Cs+].[Cs+]. The catalyst is O. The product is [NH2:20][C:16]1[N:15]=[C:14]([N:7]2[C:6]3[CH:21]=[C:2]([Br:1])[CH:3]=[CH:4][C:5]=3[N:9]=[C:8]2[O:24][CH2:23][CH2:22][OH:25])[CH:19]=[CH:18][N:17]=1. The yield is 0.340. (2) The catalyst is C(Cl)Cl.C(OCC)C. The reactants are [F:1][C:2]1[CH:7]=[CH:6][C:5]([CH2:8][CH2:9][CH2:10][CH2:11][CH:12]([OH:17])[C:13]([CH3:16])([CH3:15])[CH3:14])=[CH:4][CH:3]=1.C1C=CC(N=NC2C=CC(N)=NC=2N)=CC=1.Cl.[Cr](Cl)([O-])(=O)=O. The product is [F:1][C:2]1[CH:3]=[CH:4][C:5]([CH2:8][CH2:9][CH2:10][CH2:11][C:12](=[O:17])[C:13]([CH3:15])([CH3:14])[CH3:16])=[CH:6][CH:7]=1. The yield is 0.910. (3) The reactants are [O:1]=[C:2]([CH2:8][C:9]([O:11][CH3:12])=[O:10])[CH2:3][C:4]([O:6][CH3:7])=[O:5].Cl[CH2:14][CH:15]=O. The catalyst is N1C=CC=CC=1. The product is [CH3:12][O:11][C:9](=[O:10])[CH2:8][C:2]1[O:1][CH:14]=[CH:15][C:3]=1[C:4]([O:6][CH3:7])=[O:5]. The yield is 0.610. (4) The reactants are C1(C(Cl)=O)CCCCC1.N[C@H](C(O)=O)CC(C)C.Cl.[Na+].[CH:21]1([C:27]([NH:29][C@H:30]([C:35]([O-:37])=[O:36])[CH2:31][CH:32]([CH3:34])[CH3:33])=[O:28])[CH2:26][CH2:25][CH2:24][CH2:23][CH2:22]1.[Na+].C1(C([O-])=O)CCCCC1.[Na+].C1(C(N[C@H](C(N[C@H](C([O-])=O)CC(C)C)=O)CC(C)C)=O)CCCCC1. The catalyst is [OH-].[Na+]. The product is [CH:21]1([C:27]([NH:29][C@H:30]([C:35]([OH:37])=[O:36])[CH2:31][CH:32]([CH3:33])[CH3:34])=[O:28])[CH2:22][CH2:23][CH2:24][CH2:25][CH2:26]1. The yield is 0.770. (5) The reactants are [CH3:1][N:2]1[C:6]([C:7]2[CH:8]=[C:9]([C:16]([OH:18])=O)[S:10][C:11]=2[C:12]([F:15])([F:14])[F:13])=[CH:5][CH:4]=[N:3]1.F[P-](F)(F)(F)(F)F.[PH4+].CCN(C(C)C)C(C)C.[NH2:36][C@@H:37]([CH2:50][C:51]1[CH:56]=[CH:55][CH:54]=[CH:53][C:52]=1[C:57]([F:60])([F:59])[F:58])[CH2:38][N:39]1[C:47](=[O:48])[C:46]2[C:41](=[CH:42][CH:43]=[CH:44][CH:45]=2)[C:40]1=[O:49]. The catalyst is C(Cl)Cl. The product is [O:48]=[C:47]1[C:46]2[C:41](=[CH:42][CH:43]=[CH:44][CH:45]=2)[C:40](=[O:49])[N:39]1[CH2:38][C@@H:37]([NH:36][C:16]([C:9]1[S:10][C:11]([C:12]([F:13])([F:14])[F:15])=[C:7]([C:6]2[N:2]([CH3:1])[N:3]=[CH:4][CH:5]=2)[CH:8]=1)=[O:18])[CH2:50][C:51]1[CH:56]=[CH:55][CH:54]=[CH:53][C:52]=1[C:57]([F:59])([F:58])[F:60]. The yield is 0.860. (6) The reactants are [BH4-].[Na+].[CH3:3][CH:4]([CH3:14])[CH2:5][C:6](=[O:13])[CH2:7][C:8]([O:10][CH2:11][CH3:12])=[O:9]. The catalyst is C(O)C. The product is [CH3:14][CH:4]([CH3:3])[CH2:5][CH:6]([OH:13])[CH2:7][C:8]([O:10][CH2:11][CH3:12])=[O:9]. The yield is 0.840. (7) The catalyst is [Ni]. The reactants are [NH:1]1[C:9]2[C:4](=[CH:5][CH:6]=[CH:7][CH:8]=2)[CH2:3][C:2]1=[O:10].[CH2:11](O)[CH2:12][OH:13]. The product is [OH:13][CH2:12][CH2:11][CH:3]1[C:4]2[C:9](=[CH:8][CH:7]=[CH:6][CH:5]=2)[NH:1][C:2]1=[O:10]. The yield is 0.700. (8) The reactants are [Cl-].O[NH3+:3].[C:4](=[O:7])([O-])[OH:5].[Na+].CS(C)=O.[CH2:13]([C:17]1[N:18]=[C:19]([CH3:48])[N:20]([C:39]2[CH:40]=[CH:41][C:42]3[O:46][CH2:45][CH2:44][C:43]=3[CH:47]=2)[C:21](=[O:38])[C:22]=1[CH2:23][C:24]1[CH:29]=[CH:28][C:27]([C:30]2[C:31]([C:36]#[N:37])=[CH:32][CH:33]=[CH:34][CH:35]=2)=[CH:26][CH:25]=1)[CH2:14][CH2:15][CH3:16]. The catalyst is O.C(OCC)(=O)C. The product is [CH2:13]([C:17]1[N:18]=[C:19]([CH3:48])[N:20]([C:39]2[CH:40]=[CH:41][C:42]3[O:46][CH2:45][CH2:44][C:43]=3[CH:47]=2)[C:21](=[O:38])[C:22]=1[CH2:23][C:24]1[CH:25]=[CH:26][C:27]([C:30]2[CH:35]=[CH:34][CH:33]=[CH:32][C:31]=2[C:36]2[NH:3][C:4](=[O:7])[O:5][N:37]=2)=[CH:28][CH:29]=1)[CH2:14][CH2:15][CH3:16]. The yield is 0.550.